Dataset: Catalyst prediction with 721,799 reactions and 888 catalyst types from USPTO. Task: Predict which catalyst facilitates the given reaction. (1) Reactant: [Cl:1][C:2]1[CH:3]=[C:4](F)[C:5]([N+:8]([O-:10])=[O:9])=[N:6][CH:7]=1.O.[NH2:13][NH2:14].CCOCC. Product: [Cl:1][C:2]1[CH:3]=[C:4]([NH:13][NH2:14])[C:5]([N+:8]([O-:10])=[O:9])=[N:6][CH:7]=1. The catalyst class is: 14. (2) Reactant: [NH2:1][C:2]1[CH:7]=[CH:6][C:5]([CH2:8][OH:9])=[CH:4][CH:3]=1.[CH3:10][C:11]([Si:14](Cl)([CH3:16])[CH3:15])([CH3:13])[CH3:12].N1C=CN=C1. Product: [Si:14]([O:9][CH2:8][C:5]1[CH:6]=[CH:7][C:2]([NH2:1])=[CH:3][CH:4]=1)([C:11]([CH3:13])([CH3:12])[CH3:10])([CH3:16])[CH3:15]. The catalyst class is: 448.